This data is from Full USPTO retrosynthesis dataset with 1.9M reactions from patents (1976-2016). The task is: Predict the reactants needed to synthesize the given product. Given the product [CH3:1][O:2][C:3]1[CH:8]=[CH:7][C:6]([CH2:9][CH2:10][C:11]2[CH:12]=[N:13][C:14]3[C:19]([CH:20]=2)=[C:18]2[CH:21]=[CH:22][C:23]([CH3:25])=[CH:24][C:17]2=[N:16][C:15]=3[NH2:26])=[C:5]([CH3:27])[CH:4]=1, predict the reactants needed to synthesize it. The reactants are: [CH3:1][O:2][C:3]1[CH:8]=[CH:7][C:6]([C:9]#[C:10][C:11]2[CH:12]=[N:13][C:14]3[C:19]([CH:20]=2)=[C:18]2[CH:21]=[CH:22][C:23]([CH3:25])=[CH:24][C:17]2=[N:16][C:15]=3[NH2:26])=[C:5]([CH3:27])[CH:4]=1.C(O)C.[H][H].